Regression. Given a peptide amino acid sequence and an MHC pseudo amino acid sequence, predict their binding affinity value. This is MHC class II binding data. From a dataset of Peptide-MHC class II binding affinity with 134,281 pairs from IEDB. (1) The peptide sequence is PGMAKIPAGELQIID. The MHC is DRB1_1602 with pseudo-sequence DRB1_1602. The binding affinity (normalized) is 0.247. (2) The peptide sequence is VEALYLVCGERGFFY. The MHC is DRB1_1101 with pseudo-sequence DRB1_1101. The binding affinity (normalized) is 0.244. (3) The peptide sequence is ASNPNYLAILVKYVD. The MHC is DRB1_0901 with pseudo-sequence DRB1_0901. The binding affinity (normalized) is 0.665. (4) The peptide sequence is PIVKDASIQVVSAIR. The MHC is HLA-DQA10301-DQB10302 with pseudo-sequence HLA-DQA10301-DQB10302. The binding affinity (normalized) is 0.567. (5) The peptide sequence is EMPSEEGYQDYEPEA. The MHC is HLA-DQA10401-DQB10402 with pseudo-sequence HLA-DQA10401-DQB10402. The binding affinity (normalized) is 0.400.